Dataset: NCI-60 drug combinations with 297,098 pairs across 59 cell lines. Task: Regression. Given two drug SMILES strings and cell line genomic features, predict the synergy score measuring deviation from expected non-interaction effect. (1) Drug 1: C1=NC2=C(N1)C(=S)N=CN2. Drug 2: COC1=NC(=NC2=C1N=CN2C3C(C(C(O3)CO)O)O)N. Cell line: OVCAR-5. Synergy scores: CSS=4.50, Synergy_ZIP=-1.39, Synergy_Bliss=0.0266, Synergy_Loewe=-15.9, Synergy_HSA=-3.12. (2) Drug 1: CC(CN1CC(=O)NC(=O)C1)N2CC(=O)NC(=O)C2. Drug 2: CC=C1C(=O)NC(C(=O)OC2CC(=O)NC(C(=O)NC(CSSCCC=C2)C(=O)N1)C(C)C)C(C)C. Cell line: NCI-H322M. Synergy scores: CSS=45.5, Synergy_ZIP=5.00, Synergy_Bliss=6.49, Synergy_Loewe=-24.1, Synergy_HSA=7.11. (3) Synergy scores: CSS=45.5, Synergy_ZIP=2.23, Synergy_Bliss=-3.64, Synergy_Loewe=12.6, Synergy_HSA=1.32. Cell line: KM12. Drug 1: C1CCC(C1)C(CC#N)N2C=C(C=N2)C3=C4C=CNC4=NC=N3. Drug 2: C1C(C(OC1N2C=C(C(=O)NC2=O)F)CO)O.